Dataset: TCR-epitope binding with 47,182 pairs between 192 epitopes and 23,139 TCRs. Task: Binary Classification. Given a T-cell receptor sequence (or CDR3 region) and an epitope sequence, predict whether binding occurs between them. (1) The epitope is VLWAHGFEL. The TCR CDR3 sequence is CASSQLGVQTEKLFF. Result: 0 (the TCR does not bind to the epitope). (2) The epitope is GLCTLVAML. The TCR CDR3 sequence is CAWSRGAAEQFF. Result: 1 (the TCR binds to the epitope). (3) The epitope is FLPRVFSAV. The TCR CDR3 sequence is CASSRDASPLHF. Result: 1 (the TCR binds to the epitope).